The task is: Predict the reactants needed to synthesize the given product.. This data is from Full USPTO retrosynthesis dataset with 1.9M reactions from patents (1976-2016). (1) Given the product [CH2:1]([O:8][C:9]1[CH:14]=[CH:13][C:12]([C:15]2[N:23]3[C:18]([CH2:19][CH2:20][CH2:21][CH2:22]3)=[C:17]([C:24]([N:75]([C:72]3[CH:71]=[CH:70][C:69]([O:68][Si:61]([C:64]([CH3:67])([CH3:65])[CH3:66])([CH3:63])[CH3:62])=[CH:74][CH:73]=3)[C:76]3[CH:77]=[C:78]4[CH:84]=[CH:83][N:82]([CH3:85])[C:79]4=[N:80][CH:81]=3)=[O:25])[CH:16]=2)=[C:11]([C:27]([N:29]2[C@H:38]([CH2:39][N:40]3[CH2:41][CH2:42][O:43][CH2:44][CH2:45]3)[CH2:37][C:36]3[C:31](=[CH:32][CH:33]=[CH:34][CH:35]=3)[CH2:30]2)=[O:28])[CH:10]=1)[C:2]1[CH:3]=[CH:4][CH:5]=[CH:6][CH:7]=1, predict the reactants needed to synthesize it. The reactants are: [CH2:1]([O:8][C:9]1[CH:14]=[CH:13][C:12]([C:15]2[N:23]3[C:18]([CH2:19][CH2:20][CH2:21][CH2:22]3)=[C:17]([C:24](O)=[O:25])[CH:16]=2)=[C:11]([C:27]([N:29]2[C@H:38]([CH2:39][N:40]3[CH2:45][CH2:44][O:43][CH2:42][CH2:41]3)[CH2:37][C:36]3[C:31](=[CH:32][CH:33]=[CH:34][CH:35]=3)[CH2:30]2)=[O:28])[CH:10]=1)[C:2]1[CH:7]=[CH:6][CH:5]=[CH:4][CH:3]=1.ClC(N(C)C)=C(C)C.C1(C)C=CC=CC=1.[Si:61]([O:68][C:69]1[CH:74]=[CH:73][C:72]([NH:75][C:76]2[CH:77]=[C:78]3[CH:84]=[CH:83][N:82]([CH3:85])[C:79]3=[N:80][CH:81]=2)=[CH:71][CH:70]=1)([C:64]([CH3:67])([CH3:66])[CH3:65])([CH3:63])[CH3:62]. (2) Given the product [CH:1]1([CH2:7][C:8]2[N:9]=[C:10]([C:13]3[O:17][C:16]([CH2:18][C:19]([CH3:24])([CH3:23])[C:20]([OH:22])=[O:21])=[N:15][N:14]=3)[S:11][C:12]=2[C:26]2[C:35]3[C:30](=[CH:31][CH:32]=[CH:33][CH:34]=3)[C:29]([S:36](=[O:37])(=[O:38])[NH:39][C@@H:40]([CH3:45])[C:41]([F:43])([F:42])[F:44])=[CH:28][CH:27]=2)[CH2:2][CH2:3][CH2:4][CH2:5][CH2:6]1, predict the reactants needed to synthesize it. The reactants are: [CH:1]1([CH2:7][C:8]2[N:9]=[C:10]([C:13]3[O:17][C:16]([CH2:18][C:19]([CH3:24])([CH3:23])[C:20]([OH:22])=[O:21])=[N:15][N:14]=3)[S:11][CH:12]=2)[CH2:6][CH2:5][CH2:4][CH2:3][CH2:2]1.Br[C:26]1[C:35]2[C:30](=[CH:31][CH:32]=[CH:33][CH:34]=2)[C:29]([S:36]([NH:39][C@@H:40]([CH3:45])[C:41]([F:44])([F:43])[F:42])(=[O:38])=[O:37])=[CH:28][CH:27]=1. (3) Given the product [C:23]([O:27][C:33](=[O:42])[NH:30][C:16]1[N:17]([CH3:19])[N:18]=[C:11]2[C:12]=1[CH2:13][CH2:14][CH2:15][N:10]2[C:3]1[C:4]([CH3:9])=[CH:5][C:6]([CH3:8])=[CH:7][C:2]=1[Cl:1])([CH3:26])([CH3:25])[CH3:24], predict the reactants needed to synthesize it. The reactants are: [Cl:1][C:2]1[CH:7]=[C:6]([CH3:8])[CH:5]=[C:4]([CH3:9])[C:3]=1[N:10]1[CH2:15][CH2:14][CH2:13][C:12]2=[C:16](C(O)=O)[N:17]([CH3:19])[N:18]=[C:11]12.[C:23]([OH:27])([CH3:26])([CH3:25])[CH3:24].C([N:30]([CH2:33]C)CC)C.C1(P(N=[N+]=[N-])(C2C=CC=CC=2)=[O:42])C=CC=CC=1. (4) The reactants are: [OH:1][CH:2]([C:5]1[CH:10]=[CH:9][CH:8]=[CH:7][CH:6]=1)[C:3]#[N:4].[O:11]1[CH:16]=[CH:15][CH2:14][CH2:13][CH2:12]1. Given the product [C:5]1([CH:2]([O:1][CH:12]2[CH2:13][CH2:14][CH2:15][CH2:16][O:11]2)[C:3]#[N:4])[CH:10]=[CH:9][CH:8]=[CH:7][CH:6]=1, predict the reactants needed to synthesize it. (5) Given the product [CH2:1]([N:8]1[CH2:9][CH2:10][CH:11]2[CH:12]([O:17]2)[CH2:13]1)[C:2]1[CH:7]=[CH:6][CH:5]=[CH:4][CH:3]=1, predict the reactants needed to synthesize it. The reactants are: [CH2:1]([N:8]1[CH2:13][CH:12]=[CH:11][CH2:10][CH2:9]1)[C:2]1[CH:7]=[CH:6][CH:5]=[CH:4][CH:3]=1.FC(F)(F)C(O)=[O:17].BrN1C(=O)CCC1=O.[OH-].[Na+]. (6) Given the product [ClH:41].[CH2:1]([O:3][C:4]1[CH:40]=[CH:39][C:7]2[CH2:8][CH2:9][CH2:10][CH:11]([NH:13][CH2:14][C@H:15]([OH:24])[CH2:16][O:17][C:18]3[CH:23]=[CH:22][CH:21]=[CH:20][CH:19]=3)[CH2:12][C:6]=2[CH:5]=1)[CH3:2], predict the reactants needed to synthesize it. The reactants are: [CH2:1]([O:3][C:4]1[CH:40]=[CH:39][C:7]2[CH2:8][CH2:9][CH2:10][CH:11]([N:13](C(OC(C)(C)C)=O)[CH2:14][C@H:15]([O:24][Si](CC)(CC)CC)[CH2:16][O:17][C:18]3[CH:23]=[CH:22][CH:21]=[CH:20][CH:19]=3)[CH2:12][C:6]=2[CH:5]=1)[CH3:2].[ClH:41]. (7) Given the product [Br:1][C:2]1[C:6]([Cl:7])=[C:5]([CH3:8])[NH:4][C:3]=1[C:9]([NH:60][C@@H:61]1[CH2:66][CH2:65][N:64]([C:67]([O:69][CH2:70][CH3:71])=[O:68])[CH2:63][C@@H:62]1[O:72][CH3:73])=[O:11], predict the reactants needed to synthesize it. The reactants are: [Br:1][C:2]1[C:6]([Cl:7])=[C:5]([CH3:8])[NH:4][C:3]=1[C:9]([OH:11])=O.CCN(C(C)C)C(C)C.CN(C(ON1N=NC2C=CC=NC1=2)=[N+](C)C)C.F[P-](F)(F)(F)(F)F.CC1(C)C2CC[C@]1(CS(O)(=O)=O)C(=O)C2.[NH2:60][C@@H:61]1[CH2:66][CH2:65][N:64]([C:67]([O:69][CH2:70][CH3:71])=[O:68])[CH2:63][C@@H:62]1[O:72][CH3:73].